Predict the reactants needed to synthesize the given product. From a dataset of Full USPTO retrosynthesis dataset with 1.9M reactions from patents (1976-2016). (1) Given the product [CH3:34][O:33][C:24]([C:25]1[CH:31]=[CH:30][CH:29]=[CH:28][C:26]=1[NH:27]/[C:13](=[C:6]1\[C:5](=[O:23])[NH:4][C:12]2[C:7]\1=[CH:8][CH:9]=[CH:10][CH:11]=2)/[C:14]1[CH:15]=[CH:16][CH:17]=[CH:18][CH:19]=1)=[O:32], predict the reactants needed to synthesize it. The reactants are: C([N:4]1[C:12]2[C:7](=[CH:8][CH:9]=[CH:10][CH:11]=2)[C:6](=[C:13](OCC)[C:14]2[CH:19]=[CH:18][CH:17]=[CH:16][CH:15]=2)[C:5]1=[O:23])(=O)C.[C:24]([O:33][CH3:34])(=[O:32])[C:25]1[C:26](=[CH:28][CH:29]=[CH:30][CH:31]=1)[NH2:27].[OH-].[Na+]. (2) Given the product [C:1]([O:5][C:6](=[O:10])[CH:7]([C:8]#[N:9])[CH2:14][O:13][CH2:11][CH3:12])([CH3:4])([CH3:3])[CH3:2], predict the reactants needed to synthesize it. The reactants are: [C:1]([O:5][C:6](=[O:10])[CH2:7][C:8]#[N:9])([CH3:4])([CH3:3])[CH3:2].[CH2:11]([O:13][CH:14](OCC)OCC)[CH3:12].C(OC(=O)C)(=O)C. (3) Given the product [CH:18]1([NH:17][C:16]([C:14]2[CH:13]=[CH:12][C:11]([CH3:22])=[C:10]([NH:9][C:7]([C:4]3[S:5][CH:6]=[C:2]([C:29]4[CH:28]=[N:27][CH:26]=[C:25]([F:24])[CH:30]=4)[C:3]=3[CH3:23])=[O:8])[CH:15]=2)=[O:21])[CH2:20][CH2:19]1, predict the reactants needed to synthesize it. The reactants are: Br[C:2]1[C:3]([CH3:23])=[C:4]([C:7]([NH:9][C:10]2[CH:15]=[C:14]([C:16](=[O:21])[NH:17][CH:18]3[CH2:20][CH2:19]3)[CH:13]=[CH:12][C:11]=2[CH3:22])=[O:8])[S:5][CH:6]=1.[F:24][C:25]1[CH:26]=[N:27][CH:28]=[C:29](B2OC(C)(C)C(C)(C)O2)[CH:30]=1. (4) The reactants are: [F:1][P-:2]([F:7])([F:6])([F:5])([F:4])[F:3].CO[C:10]1[CH:15]=[CH:14][C:13]([I+:16][C:17]2[CH:22]=[CH:21][C:20]([O:23][CH3:24])=[CH:19][CH:18]=2)=[CH:12][CH:11]=1.C1(OC)C=CC=CC=1. Given the product [F:1][P-:2]([F:7])([F:6])([F:5])([F:4])[F:3].[C:13]1([I+:16][C:17]2[CH:22]=[CH:21][C:20]([O:23][CH3:24])=[CH:19][CH:18]=2)[CH:12]=[CH:11][CH:10]=[CH:15][CH:14]=1, predict the reactants needed to synthesize it. (5) The reactants are: Br[C:2]1[CH:7]=[CH:6][C:5]2[C:8]3[CH2:9][N:10]([C:15]([O:17][C:18]([CH3:21])([CH3:20])[CH3:19])=[O:16])[CH2:11][CH2:12][C:13]=3[O:14][C:4]=2[CH:3]=1.[CH2:22]([O:29][C:30]1[CH:35]=[CH:34][NH:33][C:32](=[O:36])[CH:31]=1)[C:23]1[CH:28]=[CH:27][CH:26]=[CH:25][CH:24]=1.C([O-])([O-])=O.[Cs+].[Cs+].CN[C@H]1CCCC[C@@H]1NC.[Cl-].[Na+].O.[NH4+].[OH-]. Given the product [CH2:22]([O:29][C:30]1[CH:35]=[CH:34][N:33]([C:2]2[CH:7]=[CH:6][C:5]3[C:8]4[CH2:9][N:10]([C:15]([O:17][C:18]([CH3:21])([CH3:20])[CH3:19])=[O:16])[CH2:11][CH2:12][C:13]=4[O:14][C:4]=3[CH:3]=2)[C:32](=[O:36])[CH:31]=1)[C:23]1[CH:24]=[CH:25][CH:26]=[CH:27][CH:28]=1, predict the reactants needed to synthesize it.